This data is from Reaction yield outcomes from USPTO patents with 853,638 reactions. The task is: Predict the reaction yield, written as a fraction of the theoretical maximum amount of product (1.0 means a 100% yield; for example, 0.34 means a 34% yield). (1) The reactants are Br[C:2]1[C:7]([N:8]([CH2:23][O:24][CH3:25])[S:9]([C:12]2[CH:17]=[CH:16][C:15]([Cl:18])=[C:14]([C:19]([F:22])([F:21])[F:20])[CH:13]=2)(=[O:11])=[O:10])=[CH:6][C:5]([Cl:26])=[CH:4][N:3]=1.C([Mg]Cl)(C)C.[Cl:32][C:33]1[C:44]([CH3:45])=[CH:43][CH:42]=[CH:41][C:34]=1[C:35](N(OC)C)=[O:36]. The catalyst is C1COCC1. The product is [Cl:18][C:15]1[CH:16]=[CH:17][C:12]([S:9]([N:8]([C:7]2[C:2]([C:35](=[O:36])[C:34]3[CH:41]=[CH:42][CH:43]=[C:44]([CH3:45])[C:33]=3[Cl:32])=[N:3][CH:4]=[C:5]([Cl:26])[CH:6]=2)[CH2:23][O:24][CH3:25])(=[O:11])=[O:10])=[CH:13][C:14]=1[C:19]([F:22])([F:21])[F:20]. The yield is 0.520. (2) The reactants are [C:1]([N:4]1[CH2:9][CH2:8][NH:7][CH2:6][CH2:5]1)(=[O:3])[CH3:2].[CH2:10]=[C:11]1[O:15][C:13](=[O:14])[CH2:12]1. The catalyst is O1CCCC1. The product is [C:1]([N:4]1[CH2:9][CH2:8][N:7]([C:13](=[O:14])[CH2:12][C:11](=[O:15])[CH3:10])[CH2:6][CH2:5]1)(=[O:3])[CH3:2]. The yield is 0.830. (3) The reactants are [CH3:1][C:2]1[CH:7]=[CH:6][C:5]([C:8]2[N:12]([C:13]3[CH:18]=[CH:17][C:16]([S:19]([NH2:22])(=[O:21])=[O:20])=[CH:15][CH:14]=3)[N:11]=[C:10]([C:23](F)(F)F)[CH:9]=2)=[CH:4][CH:3]=1.C1CN2C3C(CCC2)=C2[O:46][C:45]4C(C=C5C6[C:44]=4CCC[N+]=6CCC5)=C(C4C=CC(S(Cl)(=O)=O)=CC=4S([O-])(=O)=O)C2=CC=3C1.[NH2:69][CH2:70][CH2:71][NH:72][C:73](=[O:79])[O:74][C:75]([CH3:78])([CH3:77])[CH3:76].Cl.C(N=C=NCCCN(C)C)C.ON1C2C=CC=CC=2N=N1.C(N(CC)C(C)C)(C)C. The catalyst is CN(C=O)C. The product is [S:19]([C:16]1[CH:17]=[CH:18][C:13]([N:12]2[C:8]([C:5]3[CH:6]=[CH:7][C:2]([CH3:1])=[CH:3][CH:4]=3)=[CH:9][C:10]([CH2:23][CH2:44][C:45]([NH:69][CH2:70][CH2:71][NH:72][C:73](=[O:79])[O:74][C:75]([CH3:76])([CH3:78])[CH3:77])=[O:46])=[N:11]2)=[CH:14][CH:15]=1)(=[O:20])(=[O:21])[NH2:22]. The yield is 0.460. (4) The reactants are [Cl:1][C:2]1[CH:7]=[CH:6][CH:5]=[C:4]([Cl:8])[C:3]=1Br.[CH3:10][O:11][C:12]1[CH:17]=[CH:16][CH:15]=[CH:14][C:13]=1B(O)O.C(=O)([O-])[O-].[K+].[K+].CC1C=CC(S(OCC2CC3C(C4C=CC=CC=4)=CC=CC=3O2)(=O)=O)=CC=1. The catalyst is CC1C=CC=CC=1[P](C1C=CC=CC=1C)([Pd](Cl)(Cl)[P](C1=C(C)C=CC=C1)(C1C=CC=CC=1C)C1C=CC=CC=1C)C1C=CC=CC=1C. The product is [CH3:10][O:11][C:12]1[C:13]([C:3]2[C:2]([Cl:1])=[CH:7][CH:6]=[CH:5][C:4]=2[Cl:8])=[CH:14][CH:15]=[CH:16][CH:17]=1. The yield is 0.770. (5) The reactants are [CH2:1]([O:3][C:4]([CH:6]1[C:10](=[O:11])[N:9]([C@H:12]([C:14]2[CH:19]=[CH:18][CH:17]=[CH:16][CH:15]=2)[CH3:13])[CH2:8][C@H:7]1[C:20]1([CH2:23][O:24][Si](C(C)(C)C)(C2C=CC=CC=2)C2C=CC=CC=2)[CH2:22][CH2:21]1)=[O:5])[CH3:2]. The catalyst is N1C=CC=CC=1. The product is [CH2:1]([O:3][C:4]([CH:6]1[C:10](=[O:11])[N:9]([C@H:12]([C:14]2[CH:15]=[CH:16][CH:17]=[CH:18][CH:19]=2)[CH3:13])[CH2:8][C@H:7]1[C:20]1([CH2:23][OH:24])[CH2:21][CH2:22]1)=[O:5])[CH3:2]. The yield is 0.840. (6) The reactants are [CH2:1]([C:5]1[CH:6]=[N:7][CH:8]=[C:9]2[C:14]=1[N:13]=[C:12]([C:15]([OH:17])=O)[CH:11]=[CH:10]2)[CH:2]([CH3:4])[CH3:3].C(N1C=CN=C1)([N:20]1C=CN=C1)=O.[OH-].[NH4+]. The catalyst is ClCCl. The product is [CH2:1]([C:5]1[CH:6]=[N:7][CH:8]=[C:9]2[C:14]=1[N:13]=[C:12]([C:15]([NH2:20])=[O:17])[CH:11]=[CH:10]2)[CH:2]([CH3:3])[CH3:4]. The yield is 0.400. (7) The reactants are Br[C:2]1[CH:7]=[C:6]([O:8][CH3:9])[CH:5]=[CH:4][C:3]=1[F:10].[F:11][C:12]1[CH:13]=[C:14](B(O)O)[CH:15]=[C:16]([CH:18]=[O:19])[CH:17]=1.C(=O)([O-])[O-].[K+].[K+].O1CCOCC1. The catalyst is O.C1C=CC([P]([Pd]([P](C2C=CC=CC=2)(C2C=CC=CC=2)C2C=CC=CC=2)([P](C2C=CC=CC=2)(C2C=CC=CC=2)C2C=CC=CC=2)[P](C2C=CC=CC=2)(C2C=CC=CC=2)C2C=CC=CC=2)(C2C=CC=CC=2)C2C=CC=CC=2)=CC=1. The product is [F:10][C:3]1[CH:4]=[CH:5][C:6]([O:8][CH3:9])=[CH:7][C:2]=1[C:14]1[CH:13]=[C:12]([F:11])[CH:17]=[C:16]([CH:18]=[O:19])[CH:15]=1. The yield is 0.286. (8) The reactants are [Br:1][C:2]1[CH:3]=[C:4]([O:10][CH3:11])[C:5]([O:8][CH3:9])=[CH:6][CH:7]=1.[Cl:12][S:13](O)(=[O:15])=[O:14]. The catalyst is ClCCl. The product is [Br:1][C:2]1[CH:3]=[C:4]([O:10][CH3:11])[C:5]([O:8][CH3:9])=[CH:6][C:7]=1[S:13]([Cl:12])(=[O:15])=[O:14]. The yield is 0.780. (9) The reactants are FC(F)(F)S([O-])(=O)=O.[N:9]1([S:14]([N:17]2[CH:21]=[CH:20][NH+:19](C)[CH2:18]2)(=[O:16])=[O:15])[CH:13]=[CH:12]N=[CH:10]1.N1CC[O:26][CH2:25]C1. The catalyst is C(#N)C. The product is [N:17]1([S:14]([N:9]2[CH2:13][CH2:12][O:26][CH2:25][CH2:10]2)(=[O:16])=[O:15])[CH:21]=[CH:20][N:19]=[CH:18]1. The yield is 0.830.